This data is from Full USPTO retrosynthesis dataset with 1.9M reactions from patents (1976-2016). The task is: Predict the reactants needed to synthesize the given product. (1) Given the product [CH2:35]([N:21]([CH2:19][CH3:20])[CH2:22][CH2:23][NH:24][C:25]([C:27]1[C:31]([CH3:32])=[C:30]([CH:33]=[C:11]2[C:10]3[C:14](=[CH:15][CH:16]=[CH:17][C:9]=3[C:5]3[CH:6]=[CH:7][CH:8]=[C:3]([O:2][CH3:1])[CH:4]=3)[NH:13][C:12]2=[O:18])[NH:29][CH:28]=1)=[O:26])[CH3:36], predict the reactants needed to synthesize it. The reactants are: [CH3:1][O:2][C:3]1[CH:4]=[C:5]([C:9]2[CH:17]=[CH:16][CH:15]=[C:14]3[C:10]=2[CH2:11][C:12](=[O:18])[NH:13]3)[CH:6]=[CH:7][CH:8]=1.[CH2:19]([N:21]([CH2:35][CH3:36])[CH2:22][CH2:23][NH:24][C:25]([C:27]1[C:31]([CH3:32])=[C:30]([CH:33]=O)[NH:29][CH:28]=1)=[O:26])[CH3:20]. (2) Given the product [ClH:32].[CH:1]1([C:4]2[CH:9]=[C:8]([NH:10][C:11]3[CH:16]=[C:15]([C:17]#[N:18])[CH:14]=[CH:13][N:12]=3)[N:7]=[C:6]([C:19]3[CH:20]=[N:21][CH:22]=[C:23]([CH2:25][N:26]4[CH2:27][CH2:28][NH:29][CH2:30][CH2:31]4)[CH:24]=3)[CH:5]=2)[CH2:3][CH2:2]1, predict the reactants needed to synthesize it. The reactants are: [CH:1]1([C:4]2[CH:9]=[C:8]([NH:10][C:11]3[CH:16]=[C:15]([C:17]#[N:18])[CH:14]=[CH:13][N:12]=3)[N:7]=[C:6]([C:19]3[CH:20]=[N:21][CH:22]=[C:23]([CH2:25][N:26]4[CH2:31][CH2:30][NH:29][CH2:28][CH2:27]4)[CH:24]=3)[CH:5]=2)[CH2:3][CH2:2]1.[ClH:32].C(O)C. (3) Given the product [Cl:8][C:4]1[N:3]=[C:2]([N:13]2[CH2:14][CH2:15][CH2:16][N:10]([CH3:9])[CH2:11][CH2:12]2)[CH:7]=[N:6][CH:5]=1, predict the reactants needed to synthesize it. The reactants are: Cl[C:2]1[CH:7]=[N:6][CH:5]=[C:4]([Cl:8])[N:3]=1.[CH3:9][N:10]1[CH2:16][CH2:15][CH2:14][NH:13][CH2:12][CH2:11]1.O. (4) Given the product [CH3:1][O:2][C:3](=[O:27])/[CH:4]=[CH:5]/[C:6]1[CH:7]=[C:8]2[C:23](=[CH:24][CH:25]=1)[O:22][C:11]1([CH2:12][N:13]([CH2:15][C:32]3[CH:35]=[CH:36][C:29]([F:28])=[CH:30][CH:31]=3)[CH2:14]1)[CH2:10][C:9]2=[O:26], predict the reactants needed to synthesize it. The reactants are: [CH3:1][O:2][C:3](=[O:27])/[CH:4]=[CH:5]/[C:6]1[CH:7]=[C:8]2[C:23](=[CH:24][CH:25]=1)[O:22][C:11]1([CH2:14][N:13]([C:15](OC(C)(C)C)=O)[CH2:12]1)[CH2:10][C:9]2=[O:26].[F:28][C:29]1[CH:36]=[CH:35][C:32](C=O)=[CH:31][CH:30]=1.[BH-](OC(C)=O)(OC(C)=O)OC(C)=O.[Na+]. (5) Given the product [NH2:1][C:2]1[N:3]=[C:21]([NH:20][C:17]2[CH:16]=[CH:15][C:14]([O:13][CH2:12][CH2:11][NH:10][CH2:23][CH3:24])=[CH:19][CH:18]=2)[S:22][C:27]=1[C:28]([C:30]1[CH:39]=[CH:38][C:33]2[O:34][CH2:35][CH2:36][O:37][C:32]=2[CH:31]=1)=[O:29], predict the reactants needed to synthesize it. The reactants are: [N:1]#[C:2][NH2:3].C(OC(=O)[N:10]([CH2:23][CH3:24])[CH2:11][CH2:12][O:13][C:14]1[CH:19]=[CH:18][C:17]([N:20]=[C:21]=[S:22])=[CH:16][CH:15]=1)(C)(C)C.Br[CH2:27][C:28]([C:30]1[CH:39]=[CH:38][C:33]2[O:34][CH2:35][CH2:36][O:37][C:32]=2[CH:31]=1)=[O:29]. (6) Given the product [NH2:24][C@H:18]1[C@H:19]([O:22][CH3:23])[CH2:20][O:21][C@H:15]([C:14]2[N:13]([CH3:32])[N:12]=[CH:11][C:10]=2[NH:9][C:7]([C:5]2[N:6]=[C:2]([C:35]3[C:34]([CH3:33])=[CH:39][CH:38]=[CH:37][N:36]=3)[S:3][CH:4]=2)=[O:8])[CH2:16][CH2:17]1, predict the reactants needed to synthesize it. The reactants are: Br[C:2]1[S:3][CH:4]=[C:5]([C:7]([NH:9][C:10]2[CH:11]=[N:12][N:13]([CH3:32])[C:14]=2[C@H:15]2[O:21][CH2:20][C@@H:19]([O:22][CH3:23])[C@H:18]([NH:24]C(=O)OC(C)(C)C)[CH2:17][CH2:16]2)=[O:8])[N:6]=1.[CH3:33][C:34]1[C:35](B(O)O)=[N:36][CH:37]=[CH:38][CH:39]=1.